From a dataset of Reaction yield outcomes from USPTO patents with 853,638 reactions. Predict the reaction yield, written as a fraction of the theoretical maximum amount of product (1.0 means a 100% yield; for example, 0.34 means a 34% yield). (1) The catalyst is CN(C=O)C. The yield is 0.650. The product is [N:26]1([CH2:25][CH2:24][NH:23][C:22]([C:18]2([O:8][C:5]3[CH:6]=[CH:7][C:2]([NH2:1])=[CH:3][CH:4]=3)[CH:17]=[CH:16][CH:21]=[CH:20][NH:19]2)=[O:32])[CH2:31][CH2:30][O:29][CH2:28][CH2:27]1. The reactants are [NH2:1][C:2]1[CH:7]=[CH:6][C:5]([OH:8])=[CH:4][CH:3]=1.CC(C)([O-])C.[K+].Cl[C:16]1[CH:21]=[CH:20][N:19]=[C:18]([C:22](=[O:32])[NH:23][CH2:24][CH2:25][N:26]2[CH2:31][CH2:30][O:29][CH2:28][CH2:27]2)[CH:17]=1.C([O-])([O-])=O.[K+].[K+]. (2) The reactants are [Br:1][C:2]1[CH:14]=[N:13][C:12]2[C:11]3[CH:10]=[CH:9][C:8]([C:15]([O:17][CH3:18])=[O:16])=[CH:7][C:6]=3[NH:5][C:4]=2[CH:3]=1.CS(O[C@@H:24]([C:31]1[CH:36]=[CH:35][CH:34]=[CH:33][CH:32]=1)[CH:25]1[CH2:30][CH2:29][O:28][CH2:27][CH2:26]1)(=O)=O.C(=O)([O-])[O-].[Cs+].[Cs+]. The catalyst is CN(C=O)C. The product is [Br:1][C:2]1[CH:14]=[N:13][C:12]2[C:11]3[CH:10]=[CH:9][C:8]([C:15]([O:17][CH3:18])=[O:16])=[CH:7][C:6]=3[N:5]([C@H:24]([C:31]3[CH:36]=[CH:35][CH:34]=[CH:33][CH:32]=3)[CH:25]3[CH2:26][CH2:27][O:28][CH2:29][CH2:30]3)[C:4]=2[CH:3]=1. The yield is 0.530. (3) The reactants are [C:1]1([C:7]2[N:8]=[CH:9][C:10]([O:19][CH2:20][CH2:21][O:22][C:23]3[CH:30]=[CH:29][C:26]([CH:27]=[O:28])=[CH:25][CH:24]=3)=[N:11][C:12]=2[C:13]2[CH:18]=[CH:17][CH:16]=[CH:15][CH:14]=2)[CH:6]=[CH:5][CH:4]=[CH:3][CH:2]=1.[BH4-].[Na+].O. The catalyst is C(O)C. The product is [C:1]1([C:7]2[N:8]=[CH:9][C:10]([O:19][CH2:20][CH2:21][O:22][C:23]3[CH:24]=[CH:25][C:26]([CH2:27][OH:28])=[CH:29][CH:30]=3)=[N:11][C:12]=2[C:13]2[CH:18]=[CH:17][CH:16]=[CH:15][CH:14]=2)[CH:2]=[CH:3][CH:4]=[CH:5][CH:6]=1. The yield is 0.923.